This data is from Reaction yield outcomes from USPTO patents with 853,638 reactions. The task is: Predict the reaction yield, written as a fraction of the theoretical maximum amount of product (1.0 means a 100% yield; for example, 0.34 means a 34% yield). (1) The reactants are [C:1]1([S:7]([N:10]2[C:14]3=[CH:15][N:16]=[CH:17][C:18]([Br:19])=[C:13]3[CH:12]=[CH:11]2)(=[O:9])=[O:8])[CH:6]=[CH:5][CH:4]=[CH:3][CH:2]=1.[CH:20]([N-]C(C)C)(C)[CH3:21].[Li+].C(I)C. The catalyst is C1COCC1. The product is [C:1]1([S:7]([N:10]2[C:14]3=[CH:15][N:16]=[CH:17][C:18]([Br:19])=[C:13]3[CH:12]=[C:11]2[CH2:20][CH3:21])(=[O:9])=[O:8])[CH:2]=[CH:3][CH:4]=[CH:5][CH:6]=1. The yield is 0.400. (2) The reactants are [NH2:1][C@H:2]1[CH2:7][C@H:6]([C:8]([O:10][CH2:11][CH3:12])=[O:9])[C@@H:5]([N:13]2[CH2:17][CH2:16][C@H:15]([NH:18][C:19]([O:21][CH2:22][C:23]3[CH:28]=[CH:27][CH:26]=[CH:25][CH:24]=3)=[O:20])[C:14]2=[O:29])[CH2:4][CH2:3]1.[CH3:30][C:31]([CH3:33])=O.[BH-](OC(C)=O)(OC(C)=O)O[C:36](C)=O.[Na+].C=O. The product is [CH2:22]([O:21][C:19]([NH:18][C@H:15]1[CH2:16][CH2:17][N:13]([C@H:5]2[CH2:4][CH2:3][C@@H:2]([N:1]([CH:31]([CH3:33])[CH3:30])[CH3:36])[CH2:7][C@@H:6]2[C:8]([O:10][CH2:11][CH3:12])=[O:9])[C:14]1=[O:29])=[O:20])[C:23]1[CH:24]=[CH:25][CH:26]=[CH:27][CH:28]=1. The catalyst is C(Cl)Cl. The yield is 0.730. (3) The reactants are C[O:2][C:3]([C:5]1[C:6](=[O:19])[N:7]([CH2:15][CH2:16][CH2:17][CH3:18])[C:8]2[CH2:9][CH2:10][CH2:11][CH2:12][C:13]=2[CH:14]=1)=[O:4].[OH-].[Na+].Cl. The catalyst is C(O)C. The product is [CH2:15]([N:7]1[C:8]2[CH2:9][CH2:10][CH2:11][CH2:12][C:13]=2[CH:14]=[C:5]([C:3]([OH:4])=[O:2])[C:6]1=[O:19])[CH2:16][CH2:17][CH3:18]. The yield is 0.880. (4) The reactants are [CH2:1]([O:3][C:4]([C:6]1[C:7]([CH3:19])=[C:8]([C:12](OC(C)(C)C)=[O:13])[NH:9][C:10]=1[CH3:11])=[O:5])[CH3:2].C(OCC)(OCC)OCC. The catalyst is FC(F)(F)C(O)=O. The product is [CH2:1]([O:3][C:4]([C:6]1[C:7]([CH3:19])=[C:8]([CH:12]=[O:13])[NH:9][C:10]=1[CH3:11])=[O:5])[CH3:2]. The yield is 0.639. (5) The reactants are [CH3:1][O:2][C:3](=[O:38])[C:4]1[CH:9]=[CH:8][C:7]([CH2:10][N:11]2[CH:15]=[C:14]([C:16]3[CH:21]=[CH:20][C:19]([Cl:22])=[CH:18][C:17]=3[Cl:23])[N:13]=[C:12]2[CH2:24][C:25]2[CH:30]=[CH:29][C:28]([C:31]3[CH:36]=[CH:35][CH:34]=[C:33]([NH2:37])[CH:32]=3)=[CH:27][CH:26]=2)=[CH:6][CH:5]=1.[CH2:39]([S:41](Cl)(=[O:43])=[O:42])[CH3:40]. No catalyst specified. The product is [CH3:1][O:2][C:3](=[O:38])[C:4]1[CH:9]=[CH:8][C:7]([CH2:10][N:11]2[CH:15]=[C:14]([C:16]3[CH:21]=[CH:20][C:19]([Cl:22])=[CH:18][C:17]=3[Cl:23])[N:13]=[C:12]2[CH2:24][C:25]2[CH:30]=[CH:29][C:28]([C:31]3[CH:36]=[CH:35][CH:34]=[C:33]([NH:37][S:41]([CH2:39][CH3:40])(=[O:43])=[O:42])[CH:32]=3)=[CH:27][CH:26]=2)=[CH:6][CH:5]=1. The yield is 0.750. (6) The reactants are [NH2:1][C:2]1[CH:3]=[C:4]2[C:8](=[CH:9][C:10]=1[N+:11]([O-:13])=[O:12])[C:7](=[O:14])[NH:6][C:5]2=[O:15].[C:16]([O:20][C:21]([N:23]1[CH2:26][CH:25]([CH2:27]N)[CH2:24]1)=[O:22])([CH3:19])([CH3:18])[CH3:17].N1C=CN=C1. The catalyst is O1CCOCC1. The product is [C:16]([O:20][C:21]([N:23]1[CH2:26][CH:25]([CH2:27][N:6]2[C:5](=[O:15])[C:4]3[C:8](=[CH:9][C:10]([N+:11]([O-:13])=[O:12])=[C:2]([NH2:1])[CH:3]=3)[C:7]2=[O:14])[CH2:24]1)=[O:22])([CH3:19])([CH3:17])[CH3:18]. The yield is 0.460. (7) The reactants are [CH3:1][C:2]([C:4]1[CH:9]=[C:8]([O:10][CH3:11])[C:7]([OH:12])=[C:6]([O:13][CH3:14])[CH:5]=1)=[O:3].C([O-])([O-])=O.[K+].[K+].C(N(CC)CC)C.[C:28](Cl)(=[O:30])[CH3:29]. The catalyst is ClCCl.O. The product is [C:28]([O:12][C:7]1[C:6]([O:13][CH3:14])=[CH:5][C:4]([C:2](=[O:3])[CH3:1])=[CH:9][C:8]=1[O:10][CH3:11])(=[O:30])[CH3:29]. The yield is 0.990.